This data is from Forward reaction prediction with 1.9M reactions from USPTO patents (1976-2016). The task is: Predict the product of the given reaction. Given the reactants Cl[CH2:2][C:3](=O)[CH2:4][F:5].[C:7]([NH:10][C:11]([NH2:13])=[S:12])(=[O:9])[CH3:8], predict the reaction product. The product is: [F:5][CH2:4][C:3]1[N:13]=[C:11]([NH:10][C:7](=[O:9])[CH3:8])[S:12][CH:2]=1.